This data is from Reaction yield outcomes from USPTO patents with 853,638 reactions. The task is: Predict the reaction yield, written as a fraction of the theoretical maximum amount of product (1.0 means a 100% yield; for example, 0.34 means a 34% yield). The reactants are N.[C:2]1(=[O:20])[CH2:19][C@H:18]2[C@@H:4]([CH2:5][CH2:6][C@H:7]3[C@H:16]4[C:11](=[CH:12][C:13](=[O:17])[CH2:14][CH2:15]4)[CH2:10][CH2:9][C@@H:8]32)[CH2:3]1.[NH4+].[Cl-]. The catalyst is C1COCC1. The product is [C:2]1(=[O:20])[CH2:19][C@H:18]2[C@@H:4]([CH2:5][CH2:6][C@H:7]3[C@H:16]4[C@@H:11]([CH2:12][C:13](=[O:17])[CH2:14][CH2:15]4)[CH2:10][CH2:9][C@@H:8]32)[CH2:3]1. The yield is 0.630.